This data is from Forward reaction prediction with 1.9M reactions from USPTO patents (1976-2016). The task is: Predict the product of the given reaction. Given the reactants [Cl:1][C:2]1[CH:3]=[C:4]([C:10]2([C:26]([F:29])([F:28])[F:27])[O:14][N:13]=[C:12]([C:15]3[S:19][C:18]([C:20]([OH:22])=O)=[C:17]4[CH2:23][CH2:24][CH2:25][C:16]=34)[CH2:11]2)[CH:5]=[C:6]([Cl:9])[C:7]=1[F:8].C(N(CC)C(C)C)(C)C.Cl.[NH2:40][CH2:41][C:42]([NH:44][CH2:45][C:46]([F:49])([F:48])[F:47])=[O:43].CN(C(ON1N=NC2C=CC=NC1=2)=[N+](C)C)C.F[P-](F)(F)(F)(F)F, predict the reaction product. The product is: [Cl:1][C:2]1[CH:3]=[C:4]([C:10]2([C:26]([F:28])([F:29])[F:27])[O:14][N:13]=[C:12]([C:15]3[S:19][C:18]([C:20]([NH:40][CH2:41][C:42](=[O:43])[NH:44][CH2:45][C:46]([F:49])([F:48])[F:47])=[O:22])=[C:17]4[CH2:23][CH2:24][CH2:25][C:16]=34)[CH2:11]2)[CH:5]=[C:6]([Cl:9])[C:7]=1[F:8].